Dataset: Full USPTO retrosynthesis dataset with 1.9M reactions from patents (1976-2016). Task: Predict the reactants needed to synthesize the given product. (1) Given the product [CH:10]([NH:1][C@H:2]([C:7]([OH:9])=[O:8])[CH2:3][C:4]([OH:6])=[O:5])=[O:11], predict the reactants needed to synthesize it. The reactants are: [NH2:1][C@H:2]([C:7]([OH:9])=[O:8])[CH2:3][C:4]([OH:6])=[O:5].[CH:10](N)=[O:11]. (2) The reactants are: [Cl:1][C:2]1[CH:7]=[C:6]([O:8][CH3:9])[CH:5]=[CH:4][C:3]=1[C:10]1[N:11]=[N:12][N:13]([CH2:15][CH2:16][C@@:17]([CH3:32])([S:28]([CH3:31])(=[O:30])=[O:29])[C:18]([NH:20][O:21]C2CCCCO2)=[O:19])[CH:14]=1.Cl. Given the product [Cl:1][C:2]1[CH:7]=[C:6]([O:8][CH3:9])[CH:5]=[CH:4][C:3]=1[C:10]1[N:11]=[N:12][N:13]([CH2:15][CH2:16][C@@:17]([CH3:32])([S:28]([CH3:31])(=[O:29])=[O:30])[C:18]([NH:20][OH:21])=[O:19])[CH:14]=1, predict the reactants needed to synthesize it. (3) Given the product [Cl:1][C:2]1[N:10]=[CH:9][C:8]([F:11])=[CH:7][C:3]=1[C:4]([O:6][CH3:12])=[O:5], predict the reactants needed to synthesize it. The reactants are: [Cl:1][C:2]1[N:10]=[CH:9][C:8]([F:11])=[CH:7][C:3]=1[C:4]([OH:6])=[O:5].[CH3:12][Si](C=[N+]=[N-])(C)C. (4) Given the product [NH2:1][C:2]1[C:19]([N+:20]([O-:22])=[O:21])=[CH:18][C:5]([C:6]([NH:8][C:9]2[CH:17]=[C:16]3[C:12]([CH:13]=[N:14][NH:15]3)=[CH:11][CH:10]=2)=[O:7])=[C:4]([N:30]2[CH2:31][CH2:32][N:27]([CH:24]([CH3:26])[CH3:25])[CH2:28][CH2:29]2)[CH:3]=1, predict the reactants needed to synthesize it. The reactants are: [NH2:1][C:2]1[C:19]([N+:20]([O-:22])=[O:21])=[CH:18][C:5]([C:6]([NH:8][C:9]2[CH:17]=[C:16]3[C:12]([CH:13]=[N:14][NH:15]3)=[CH:11][CH:10]=2)=[O:7])=[C:4](Cl)[CH:3]=1.[CH:24]([N:27]1[CH2:32][CH2:31][NH:30][CH2:29][CH2:28]1)([CH3:26])[CH3:25]. (5) Given the product [F:34][C:35]([F:40])([F:39])[C:36]([OH:38])=[O:37].[F:1][C:2]1[CH:3]=[C:4]([C:8]2[CH:9]=[CH:10][C:11](/[CH:14]=[CH:15]/[CH:16]3[N:24]4[CH:19]([CH2:20][NH:21][CH2:22][CH2:23]4)[CH:18]4[C:28](=[O:33])[N:29]([CH3:32])[C:30](=[O:31])[CH:17]34)=[N:12][CH:13]=2)[CH:5]=[CH:6][CH:7]=1, predict the reactants needed to synthesize it. The reactants are: [F:1][C:2]1[CH:3]=[C:4]([C:8]2[CH:9]=[CH:10][C:11](/[CH:14]=[CH:15]/[CH:16]3[N:24]4[CH:19]([CH2:20][N:21](C([O-])=O)[CH2:22][CH2:23]4)[CH:18]4[C:28](=[O:33])[N:29]([CH3:32])[C:30](=[O:31])[CH:17]34)=[N:12][CH:13]=2)[CH:5]=[CH:6][CH:7]=1.[F:34][C:35]([F:40])([F:39])[C:36]([OH:38])=[O:37]. (6) The reactants are: [CH3:1][O:2][C:3]1[CH:8]=[CH:7][C:6]([N+:9]([O-])=O)=[C:5]([F:12])[CH:4]=1. Given the product [F:12][C:5]1[CH:4]=[C:3]([O:2][CH3:1])[CH:8]=[CH:7][C:6]=1[NH2:9], predict the reactants needed to synthesize it.